Dataset: Reaction yield outcomes from USPTO patents with 853,638 reactions. Task: Predict the reaction yield, written as a fraction of the theoretical maximum amount of product (1.0 means a 100% yield; for example, 0.34 means a 34% yield). (1) The reactants are [F:1][C:2]1[CH:33]=[C:32]([F:34])[CH:31]=[CH:30][C:3]=1[O:4][C:5]1[CH:6]=[C:7]2[C:11](=[CH:12][C:13]=1[C:14]([NH:16][C@@H:17]([CH2:21]CN(C)C)[C:18](O)=[O:19])=[O:15])[N:10]([CH2:26][CH:27]([CH3:29])[CH3:28])[N:9]=[CH:8]2.[CH3:35][NH:36][CH3:37].C[CH2:39][N:40]=[C:41]=NCCCN(C)C.[CH:49]1C=CC2N(O)N=NC=2C=1.CCN(C(C)C)C(C)C. The catalyst is ClCCl. The product is [CH3:35][N:36]([CH3:49])[CH2:37][CH2:21][C@H:17]([NH:16][C:14]([C:13]1[CH:12]=[C:11]2[C:7]([CH:8]=[N:9][N:10]2[CH2:26][CH:27]([CH3:28])[CH3:29])=[CH:6][C:5]=1[O:4][C:3]1[CH:30]=[CH:31][C:32]([F:34])=[CH:33][C:2]=1[F:1])=[O:15])[C:18](=[O:19])[N:40]([CH3:41])[CH3:39]. The yield is 0.860. (2) The reactants are [F:1][C:2]1[CH:3]=[C:4]2[N:10]=[CH:9][N:8]([CH2:11][C:12]3[CH:28]=[CH:27][C:15]4[N:16]=[C:17]([NH:19][C@@H:20]5[CH2:25][CH2:24][CH2:23][CH2:22][C@@H:21]5O)[S:18][C:14]=4[CH:13]=3)[C:5]2=[N:6][CH:7]=1.C(N(S(F)(F)F)CC)C. The catalyst is C(Cl)Cl. The product is [C@@H:20]1([NH:19][C:17]2[S:18][C:14]3[CH:13]=[C:12]([CH2:11][N:8]4[C:5]5=[N:6][CH:7]=[C:2]([F:1])[CH:3]=[C:4]5[N:10]=[CH:9]4)[CH:28]=[CH:27][C:15]=3[N:16]=2)[CH2:25][CH2:24][CH2:23][CH:22]=[CH:21]1. The yield is 0.0300.